Dataset: Forward reaction prediction with 1.9M reactions from USPTO patents (1976-2016). Task: Predict the product of the given reaction. (1) Given the reactants [Cl:1][C:2]1[C:3]([O:11][CH2:12][CH:13]2[CH2:15][CH2:14]2)=[CH:4][C:5]([C:8]([OH:10])=O)=[N:6][CH:7]=1.[NH2:16][C@:17]([CH3:23])([CH:20]([CH3:22])[CH3:21])[CH2:18][OH:19], predict the reaction product. The product is: [OH:19][CH2:18][C@@:17]([NH:16][C:8]([C:5]1[CH:4]=[C:3]([O:11][CH2:12][CH:13]2[CH2:15][CH2:14]2)[C:2]([Cl:1])=[CH:7][N:6]=1)=[O:10])([CH3:23])[CH:20]([CH3:22])[CH3:21]. (2) Given the reactants [OH:1][C@@H:2]1[CH2:5][C@H:4]([NH:6][C:7](=[O:13])[O:8][C:9]([CH3:12])([CH3:11])[CH3:10])[CH2:3]1.C[C:15]([Si:18](Cl)([CH3:20])[CH3:19])([CH3:17])[CH3:16].[CH3:22]COC(C)=O, predict the reaction product. The product is: [CH3:17][C:15]([Si:18]([CH3:19])([CH3:20])[CH3:22])([O:1][C@@H:2]1[CH2:3][C@H:4]([NH:6][C:7](=[O:13])[O:8][C:9]([CH3:10])([CH3:12])[CH3:11])[CH2:5]1)[CH3:16]. (3) Given the reactants [Cl:1][C:2]1[CH:6]=[CH:5][S:4][C:3]=1[C:7](=[O:16])[C:8]([C:10]1[CH:15]=[CH:14][N:13]=[CH:12][CH:11]=1)=[CH2:9].CO[CH:19](OC)[N:20](C)[CH3:21], predict the reaction product. The product is: [Cl:1][C:2]1[CH:6]=[CH:5][S:4][C:3]=1[C:7](=[O:16])[C:8]([C:10]1[CH:15]=[CH:14][N:13]=[CH:12][CH:11]=1)=[CH:9][N:20]([CH3:21])[CH3:19]. (4) Given the reactants [Br:1][C:2]1[CH:3]=[C:4]([C:11]([N:13]2[CH2:18][CH2:17][O:16][C:15]3[N:19]=[CH:20][C:21]([C:23]([F:26])([F:25])[F:24])=[CH:22][C:14]2=3)=[O:12])[CH:5]=[C:6]([Br:10])[C:7]=1[O:8]C.[Br-].[Li+].N1CCNCC1, predict the reaction product. The product is: [Br:1][C:2]1[CH:3]=[C:4]([C:11]([N:13]2[CH2:18][CH2:17][O:16][C:15]3[N:19]=[CH:20][C:21]([C:23]([F:24])([F:26])[F:25])=[CH:22][C:14]2=3)=[O:12])[CH:5]=[C:6]([Br:10])[C:7]=1[OH:8]. (5) Given the reactants [CH3:1][N:2]([CH3:12])[CH:3]1[CH2:8][CH2:7][N:6]([CH2:9][C:10]#[CH:11])[CH2:5][CH2:4]1.[F:13][C:14]1[CH:15]=[C:16]([CH:18]=[CH:19][C:20]=1[O:21][C:22]1[CH:27]=[CH:26][N:25]=[C:24]2[CH:28]=[C:29](I)[S:30][C:23]=12)[NH2:17], predict the reaction product. The product is: [NH2:17][C:16]1[CH:18]=[CH:19][C:20]([O:21][C:22]2[CH:27]=[CH:26][N:25]=[C:24]3[CH:28]=[C:29]([C:11]#[C:10][CH2:9][N:6]4[CH2:5][CH2:4][CH:3]([N:2]([CH3:12])[CH3:1])[CH2:8][CH2:7]4)[S:30][C:23]=23)=[C:14]([F:13])[CH:15]=1.